From a dataset of Catalyst prediction with 721,799 reactions and 888 catalyst types from USPTO. Predict which catalyst facilitates the given reaction. (1) Reactant: [NH2:1][C:2]1[N:7]=[CH:6][N:5]=[C:4]([C:8]2[C:9]([CH3:28])=[C:10]([NH:15][C:16](=[O:27])[C:17]3[CH:22]=[CH:21][C:20]([CH:23]4[CH2:25][CH2:24]4)=[CH:19][C:18]=3[F:26])[CH:11]=[C:12]([F:14])[CH:13]=2)[C:3]=1[O:29][CH2:30][C@@H:31]([N:33](CC1C=CC=CC=1)[CH3:34])[CH3:32]. Product: [NH2:1][C:2]1[N:7]=[CH:6][N:5]=[C:4]([C:8]2[C:9]([CH3:28])=[C:10]([NH:15][C:16](=[O:27])[C:17]3[CH:22]=[CH:21][C:20]([CH:23]4[CH2:25][CH2:24]4)=[CH:19][C:18]=3[F:26])[CH:11]=[C:12]([F:14])[CH:13]=2)[C:3]=1[O:29][CH2:30][C@@H:31]([NH:33][CH3:34])[CH3:32]. The catalyst class is: 687. (2) Reactant: Br[C:2]1[C:6]2[CH:7]=[N:8][C:9]([NH2:23])=[C:10]([O:11][C@@H:12]([C:14]3[C:19]([Cl:20])=[CH:18][CH:17]=[C:16]([F:21])[C:15]=3[Cl:22])[CH3:13])[C:5]=2[O:4][CH:3]=1.OB(O)[C:26]1[S:30][C:29]([C:31]([OH:33])=[O:32])=[CH:28][CH:27]=1.C(=O)([O-])[O-].[K+].[K+].O1CCOCC1. Product: [NH2:23][C:9]1[N:8]=[CH:7][C:6]2[C:2]([C:26]3[S:30][C:29]([C:31]([OH:33])=[O:32])=[CH:28][CH:27]=3)=[CH:3][O:4][C:5]=2[C:10]=1[O:11][C@@H:12]([C:14]1[C:19]([Cl:20])=[CH:18][CH:17]=[C:16]([F:21])[C:15]=1[Cl:22])[CH3:13]. The catalyst class is: 103. (3) Reactant: F[C:2]1[CH:7]=[CH:6][C:5]([C:8]([F:11])([F:10])[F:9])=[CH:4][C:3]=1[N+:12]([O-:14])=[O:13].Cl.[C:16]([O:20][C:21](=[O:24])[CH2:22][NH2:23])([CH3:19])([CH3:18])[CH3:17].C([O-])(O)=O.[Na+].O. Product: [N+:12]([C:3]1[CH:4]=[C:5]([C:8]([F:11])([F:10])[F:9])[CH:6]=[CH:7][C:2]=1[NH:23][CH2:22][C:21]([O:20][C:16]([CH3:19])([CH3:18])[CH3:17])=[O:24])([O-:14])=[O:13]. The catalyst class is: 16.